Predict the reaction yield, written as a fraction of the theoretical maximum amount of product (1.0 means a 100% yield; for example, 0.34 means a 34% yield). From a dataset of Reaction yield outcomes from USPTO patents with 853,638 reactions. (1) The catalyst is CN(C)C=O. The yield is 0.806. The product is [CH3:4][C:5]1([CH3:28])[O:9][N:8]=[C:7]([S:10][CH2:11][C:12]2[C:13]([C:24]([F:27])([F:26])[F:25])=[N:14][N:15]([C:18]3[CH:23]=[CH:22][CH:21]=[CH:20][CH:19]=3)[C:16]=2[N:2]([CH3:3])[CH3:1])[CH2:6]1. The reactants are [CH3:1][NH:2][CH3:3].[CH3:4][C:5]1([CH3:28])[O:9][N:8]=[C:7]([S:10][CH2:11][C:12]2[C:13]([C:24]([F:27])([F:26])[F:25])=[N:14][N:15]([C:18]3[CH:23]=[CH:22][CH:21]=[CH:20][CH:19]=3)[C:16]=2F)[CH2:6]1.O. (2) The reactants are [N+:1]([C:4]1[CH:5]=[C:6]2[C:11](=[CH:12][CH:13]=1)[N+:10]([O-])=[CH:9][CH:8]=[CH:7]2)([O-:3])=[O:2].[CH3:15][C:16]([O:18]C(C)=O)=[O:17]. No catalyst specified. The product is [N+:1]([C:4]1[CH:5]=[C:6]2[C:11](=[CH:12][CH:13]=1)[N:10]=[C:9]([O:18][C:16](=[O:17])[CH3:15])[CH:8]=[CH:7]2)([O-:3])=[O:2]. The yield is 0.330.